This data is from Reaction yield outcomes from USPTO patents with 853,638 reactions. The task is: Predict the reaction yield, written as a fraction of the theoretical maximum amount of product (1.0 means a 100% yield; for example, 0.34 means a 34% yield). (1) The reactants are [C:1]([C:3]1[CH:4]=[C:5]([C:13]2[O:14][C:15]([C:18]3[CH:26]=[CH:25][CH:24]=[C:23]4[C:19]=3[CH2:20][CH2:21][C@H:22]4[NH:27]C(=O)OC(C)(C)C)=[CH:16][N:17]=2)[CH:6]=[CH:7][C:8]=1[O:9][CH:10]([CH3:12])[CH3:11])#[N:2].[ClH:35]. The catalyst is O1CCOCC1.CCOCC. The product is [ClH:35].[NH2:27][C@H:22]1[C:23]2[C:19](=[C:18]([C:15]3[O:14][C:13]([C:5]4[CH:6]=[CH:7][C:8]([O:9][CH:10]([CH3:12])[CH3:11])=[C:3]([CH:4]=4)[C:1]#[N:2])=[N:17][CH:16]=3)[CH:26]=[CH:25][CH:24]=2)[CH2:20][CH2:21]1. The yield is 0.780. (2) The reactants are [N:1]1([CH2:6][CH2:7][NH:8][C:9]([C:11]2[CH:20]=[CH:19][C:18]3[C:13](=[CH:14][CH:15]=[C:16]([C:21]4[C:29]5[C:24](=[CH:25][CH:26]=[C:27]([C:30]#[N:31])[CH:28]=5)[N:23](C5CCCCO5)[N:22]=4)[CH:17]=3)[CH:12]=2)=[O:10])[CH2:5][CH2:4][CH2:3][CH2:2]1.[ClH:38].[CH2:39]([OH:41])[CH3:40]. The product is [ClH:38].[ClH:38].[CH2:39]([O:41][C:30]([C:27]1[CH:28]=[C:29]2[C:24](=[CH:25][CH:26]=1)[NH:23][N:22]=[C:21]2[C:16]1[CH:15]=[CH:14][C:13]2[C:18](=[CH:19][CH:20]=[C:11]([C:9](=[O:10])[NH:8][CH2:7][CH2:6][N:1]3[CH2:5][CH2:4][CH2:3][CH2:2]3)[CH:12]=2)[CH:17]=1)=[NH:31])[CH3:40]. No catalyst specified. The yield is 0.770.